Dataset: Catalyst prediction with 721,799 reactions and 888 catalyst types from USPTO. Task: Predict which catalyst facilitates the given reaction. (1) Reactant: [Cl:1][C:2]1[CH:7]=[CH:6][N:5]=[C:4]([CH2:8][OH:9])[CH:3]=1.[S:10](Cl)([C:13]1[CH:19]=[CH:18][C:16]([CH3:17])=[CH:15][CH:14]=1)(=[O:12])=[O:11]. Product: [CH3:17][C:16]1[CH:18]=[CH:19][C:13]([S:10]([O:9][CH2:8][C:4]2[CH:3]=[C:2]([Cl:1])[CH:7]=[CH:6][N:5]=2)(=[O:12])=[O:11])=[CH:14][CH:15]=1. The catalyst class is: 64. (2) Reactant: [C:1]1([O:7][C:8](Cl)=[O:9])[CH:6]=[CH:5][CH:4]=[CH:3][CH:2]=1.N1C=CC=CC=1.[F:17][C:18]1[CH:19]=[C:20]2[C:24](=[CH:25][CH:26]=1)[NH:23][CH:22]=[C:21]2[CH2:27][CH2:28][NH2:29]. Product: [C:1]1([O:7][C:8](=[O:9])[NH:29][CH2:28][CH2:27][C:21]2[C:20]3[C:24](=[CH:25][CH:26]=[C:18]([F:17])[CH:19]=3)[NH:23][CH:22]=2)[CH:6]=[CH:5][CH:4]=[CH:3][CH:2]=1. The catalyst class is: 2. (3) The catalyst class is: 10. Reactant: [Br:1][CH2:2][CH2:3][CH2:4][CH2:5][C:6]1[CH:11]=[CH:10][C:9]([CH2:12][CH2:13][CH2:14][CH3:15])=[CH:8][CH:7]=1.[N:16]1[CH:21]=[CH:20][CH:19]=[C:18]([CH3:22])[CH:17]=1. Product: [Br-:1].[CH2:12]([C:9]1[CH:10]=[CH:11][C:6]([CH2:5][CH2:4][CH2:3][CH2:2][N+:16]2[CH:21]=[CH:20][CH:19]=[C:18]([CH3:22])[CH:17]=2)=[CH:7][CH:8]=1)[CH2:13][CH2:14][CH3:15]. (4) Reactant: [Br:1][C:2]1[CH:35]=[C:34]([F:36])[CH:33]=[CH:32][C:3]=1[O:4][C:5]1[C:6]([NH:20][C:21]2[S:22][CH:23]=[C:24]([CH:26]3[CH2:31][CH2:30][NH:29][CH2:28][CH2:27]3)[N:25]=2)=[N:7][CH:8]=[C:9]([S:11][C:12]2[CH:17]=[CH:16][CH:15]=[C:14]([O:18][CH3:19])[CH:13]=2)[CH:10]=1.C(N(CC)CC)C.[CH3:44][C:45](OC(C)=O)=[O:46].[ClH:51]. Product: [ClH:51].[Br:1][C:2]1[CH:35]=[C:34]([F:36])[CH:33]=[CH:32][C:3]=1[O:4][C:5]1[C:6]([NH:20][C:21]2[S:22][CH:23]=[C:24]([CH:26]3[CH2:31][CH2:30][N:29]([C:45](=[O:46])[CH3:44])[CH2:28][CH2:27]3)[N:25]=2)=[N:7][CH:8]=[C:9]([S:11][C:12]2[CH:17]=[CH:16][CH:15]=[C:14]([O:18][CH3:19])[CH:13]=2)[CH:10]=1. The catalyst class is: 2. (5) Reactant: [C:1]([C:4]1[CH:11]=[CH:10][C:7]([C:8]#[N:9])=[CH:6][CH:5]=1)(=[O:3])[CH3:2].[CH2:12]([Mg]Cl)[C:13]([CH3:16])([CH3:15])[CH3:14].C(OCC)C. Product: [OH:3][C:1]([C:4]1[CH:11]=[CH:10][C:7]([C:8]#[N:9])=[CH:6][CH:5]=1)([CH3:2])[CH2:12][C:13]([CH3:16])([CH3:15])[CH3:14]. The catalyst class is: 385. (6) Reactant: B(Br)(Br)Br.C[O:6][C:7]1[CH:28]=[CH:27][C:10]2[CH2:11][CH:12]([CH2:22][C:23]([O:25][CH3:26])=[O:24])[C:13](=[O:21])[N:14]([CH2:16]C(F)(F)F)[CH2:15][C:9]=2[CH:8]=1. Product: [OH:6][C:7]1[CH:28]=[CH:27][C:10]2[CH2:11][CH:12]([CH2:22][C:23]([O:25][CH3:26])=[O:24])[C:13](=[O:21])[N:14]([CH3:16])[CH2:15][C:9]=2[CH:8]=1. The catalyst class is: 2. (7) Reactant: [CH3:1][O:2][C:3]1[CH:4]=[C:5]2[C:9](=[CH:10][CH:11]=1)[NH:8][C:7](=[O:12])[C@:6]12[CH2:14][C@H:13]1[C:15]1[CH:23]=[C:22]2[C:18]([C:19]([C:32]3[CH:33]=[N:34][C:35]([N:38]4[CH2:43][CH2:42][O:41][CH2:40][CH2:39]4)=[CH:36][CH:37]=3)=[N:20][N:21]2COCC[Si](C)(C)C)=[CH:17][CH:16]=1.CCCC[N+](CCCC)(CCCC)CCCC.[F-]. Product: [CH3:1][O:2][C:3]1[CH:4]=[C:5]2[C:9](=[CH:10][CH:11]=1)[NH:8][C:7](=[O:12])[C@:6]12[CH2:14][C@H:13]1[C:15]1[CH:23]=[C:22]2[C:18]([C:19]([C:32]3[CH:33]=[N:34][C:35]([N:38]4[CH2:43][CH2:42][O:41][CH2:40][CH2:39]4)=[CH:36][CH:37]=3)=[N:20][NH:21]2)=[CH:17][CH:16]=1. The catalyst class is: 49. (8) Product: [Cl:1][C:2]1[CH:3]=[C:4]([C:7]2[N:11]=[C:10]([C@@H:12]3[CH2:17][NH:16][C@H:15]([CH3:25])[CH2:14][CH2:13]3)[O:9][N:8]=2)[NH:5][CH:6]=1. The catalyst class is: 2. Reactant: [Cl:1][C:2]1[CH:3]=[C:4]([C:7]2[N:11]=[C:10]([C@@H:12]3[CH2:17][N:16](C(OC(C)(C)C)=O)[C@H:15]([CH3:25])[CH2:14][CH2:13]3)[O:9][N:8]=2)[NH:5][CH:6]=1.C(O)(C(F)(F)F)=O.C(=O)(O)[O-].[Na+]. (9) The catalyst class is: 6. Product: [C:7]1([CH2:6][CH2:1][C:15]([SH:17])=[S:16])[CH:12]=[CH:11][CH:10]=[CH:9][CH:8]=1. Reactant: [CH2:1](OCC)C.[CH2:6]([Mg]Cl)[C:7]1[CH:12]=[CH:11][CH:10]=[CH:9][CH:8]=1.[C:15](=[S:17])=[S:16].